This data is from Catalyst prediction with 721,799 reactions and 888 catalyst types from USPTO. The task is: Predict which catalyst facilitates the given reaction. Reactant: C([O:3][C:4]([C:6]1[N:7]=[C:8]([N:15]2[CH2:20][CH2:19][N:18]([CH2:21][CH2:22][OH:23])[CH2:17][CH2:16]2)[N:9]([CH3:14])[C:10](=[O:13])[C:11]=1[OH:12])=O)C.[F:24][C:25]1[CH:32]=[CH:31][C:28]([CH2:29][NH2:30])=[CH:27][CH:26]=1. Product: [F:24][C:25]1[CH:32]=[CH:31][C:28]([CH2:29][NH:30][C:4]([C:6]2[N:7]=[C:8]([N:15]3[CH2:20][CH2:19][N:18]([CH2:21][CH2:22][OH:23])[CH2:17][CH2:16]3)[N:9]([CH3:14])[C:10](=[O:13])[C:11]=2[OH:12])=[O:3])=[CH:27][CH:26]=1. The catalyst class is: 3.